This data is from Full USPTO retrosynthesis dataset with 1.9M reactions from patents (1976-2016). The task is: Predict the reactants needed to synthesize the given product. (1) Given the product [Cl:26][C:15]1[CH:16]=[N:17][C:18]2[C:23]([C:14]=1[N:11]1[CH2:12][CH2:13][N:8]([CH2:7][CH2:6][NH2:5])[CH2:9][CH2:10]1)=[CH:22][C:21]([O:24][CH3:25])=[CH:20][CH:19]=2, predict the reactants needed to synthesize it. The reactants are: FC(F)(F)C([NH:5][CH2:6][CH2:7][N:8]1[CH2:13][CH2:12][N:11]([C:14]2[C:23]3[C:18](=[CH:19][CH:20]=[C:21]([O:24][CH3:25])[CH:22]=3)[N:17]=[CH:16][C:15]=2[Cl:26])[CH2:10][CH2:9]1)=O.C([O-])([O-])=O.[K+].[K+].O. (2) The reactants are: Cl[CH2:2][CH2:3][O:4][C:5]1[CH:10]=[CH:9][N:8]2[N:11]=[C:12]([CH3:39])[C:13]([C:14]3[S:15][C:16]([C:28]4[N:32]=[CH:31][N:30](C5CCCCO5)[N:29]=4)=[C:17]([C:19]4[C:24]([O:25][CH3:26])=[CH:23][CH:22]=[CH:21][C:20]=4[F:27])[N:18]=3)=[C:7]2[CH:6]=1.[CH3:40][S:41]([N:44]1[CH2:49][CH2:48][NH:47][CH2:46][CH2:45]1)(=[O:43])=[O:42].C(=O)([O-])[O-].[K+].[K+].[I-].[Na+].Cl. Given the product [F:27][C:20]1[CH:21]=[CH:22][CH:23]=[C:24]([O:25][CH3:26])[C:19]=1[C:17]1[N:18]=[C:14]([C:13]2[C:12]([CH3:39])=[N:11][N:8]3[CH:9]=[CH:10][C:5]([O:4][CH2:3][CH2:2][N:47]4[CH2:48][CH2:49][N:44]([S:41]([CH3:40])(=[O:43])=[O:42])[CH2:45][CH2:46]4)=[CH:6][C:7]=23)[S:15][C:16]=1[C:28]1[N:32]=[CH:31][NH:30][N:29]=1, predict the reactants needed to synthesize it. (3) Given the product [CH3:12][O:11][C:8]1[CH:9]=[CH:10][C:2]([B:23]2[O:24][C:25]([CH3:27])([CH3:26])[C:21]([CH3:37])([CH3:20])[O:22]2)=[C:3]2[C:7]=1[N:6]([C:13]([O:15][C:16]([CH3:19])([CH3:18])[CH3:17])=[O:14])[CH:5]=[CH:4]2, predict the reactants needed to synthesize it. The reactants are: Br[C:2]1[CH:10]=[CH:9][C:8]([O:11][CH3:12])=[C:7]2[C:3]=1[CH:4]=[CH:5][N:6]2[C:13]([O:15][C:16]([CH3:19])([CH3:18])[CH3:17])=[O:14].[CH3:20][C:21]1([CH3:37])[C:25]([CH3:27])([CH3:26])[O:24][B:23]([B:23]2[O:24][C:25]([CH3:27])([CH3:26])[C:21]([CH3:37])([CH3:20])[O:22]2)[O:22]1.C([O-])(=O)C.[K+]. (4) Given the product [CH:6]([CH2:22][C:23]([OH:25])=[S:3])([C:13]1[CH:18]=[CH:17][CH:16]=[CH:15][CH:14]=1)[C:7]1[CH:12]=[CH:11][CH:10]=[CH:9][CH:8]=1, predict the reactants needed to synthesize it. The reactants are: NC(N)=[S:3].Br[CH:6]([C:13]1[CH:18]=[CH:17][CH:16]=[CH:15][CH:14]=1)[C:7]1[CH:12]=[CH:11][CH:10]=[CH:9][CH:8]=1.[OH-].[Na+].Cl[CH2:22][C:23]([OH:25])=O. (5) Given the product [F:41][C:11]1[CH:10]=[C:9]([C:4]2[C:3]([C:1]#[N:2])=[CH:8][CH:7]=[CH:6][CH:5]=2)[CH:14]=[CH:13][C:12]=1[CH2:15][C:16]1[C:17](=[O:40])[N:18]([C@H:29]2[CH2:30][C@@H:31]([O:33][CH2:34][C:49]([OH:45])([CH3:48])[CH3:42])[CH2:32]2)[C:19]2[N:20]([N:25]=[C:26]([CH3:28])[N:27]=2)[C:21]=1[CH2:22][CH2:23][CH3:24], predict the reactants needed to synthesize it. The reactants are: [C:1]([C:3]1[CH:8]=[CH:7][CH:6]=[CH:5][C:4]=1[C:9]1[CH:14]=[CH:13][C:12]([CH2:15][C:16]2[C:17](=[O:40])[N:18]([C@@H:29]3[CH2:32][C@H:31]([O:33][CH2:34]C(OCC)=O)[CH2:30]3)[C:19]3[N:20]([N:25]=[C:26]([CH3:28])[N:27]=3)[C:21]=2[CH2:22][CH2:23][CH3:24])=[C:11]([F:41])[CH:10]=1)#[N:2].[CH3:42][Mg]Br.[O:45]1[CH2:49][CH2:48]CC1.